This data is from Full USPTO retrosynthesis dataset with 1.9M reactions from patents (1976-2016). The task is: Predict the reactants needed to synthesize the given product. (1) Given the product [Cl:8][C:6]1[N:5]=[C:4]([NH2:9])[N:3]=[C:2]([NH:24][CH2:23][CH:17]2[CH2:22][CH2:21][CH2:20][CH2:19][CH2:18]2)[CH:7]=1, predict the reactants needed to synthesize it. The reactants are: Cl[C:2]1[CH:7]=[C:6]([Cl:8])[N:5]=[C:4]([NH2:9])[N:3]=1.C(N(CC)CC)C.[CH:17]1([CH2:23][NH2:24])[CH2:22][CH2:21][CH2:20][CH2:19][CH2:18]1. (2) Given the product [Cl:12][CH2:8][C:4]1[CH:3]=[C:2]([CH3:1])[CH:7]=[CH:6][N:5]=1, predict the reactants needed to synthesize it. The reactants are: [CH3:1][C:2]1[CH:7]=[CH:6][N:5]=[C:4]([CH2:8]O)[CH:3]=1.S(Cl)([Cl:12])=O. (3) Given the product [O:37]=[C:35]1[NH:11][C:12]2[CH:17]=[CH:16][CH:15]=[C:14]([C:18]3[CH:19]=[CH:20][CH:21]=[CH:22][CH:23]=3)[C:13]=2[O:24][CH2:25][C@@H:26]1[NH:27][C:28](=[O:29])[O:30][C:31]([CH3:32])([CH3:33])[CH3:34], predict the reactants needed to synthesize it. The reactants are: C(P(=O)(OCC)OCC)#N.[NH2:11][C:12]1[C:13]([O:24][CH2:25][C@@H:26]([C:35]([OH:37])=O)[NH:27][C:28]([O:30][C:31]([CH3:34])([CH3:33])[CH3:32])=[O:29])=[C:14]([C:18]2[CH:23]=[CH:22][CH:21]=[CH:20][CH:19]=2)[CH:15]=[CH:16][CH:17]=1.CN(C=O)C. (4) Given the product [ClH:22].[C:1]([C:5]1[CH:10]=[CH:9][C:8]([C:11]2[N:12]([C:30]([N:39]3[CH2:40][CH2:41][N:36]([CH2:42][C:43]#[N:44])[CH2:37][CH2:38]3)=[O:31])[C@H:13]([C:23]3[CH:28]=[CH:27][C:26]([Cl:29])=[CH:25][CH:24]=3)[C@H:14]([C:16]3[CH:21]=[CH:20][C:19]([Cl:22])=[CH:18][CH:17]=3)[N:15]=2)=[C:7]([O:33][CH2:34][CH3:35])[CH:6]=1)([CH3:2])([CH3:4])[CH3:3], predict the reactants needed to synthesize it. The reactants are: [C:1]([C:5]1[CH:10]=[CH:9][C:8]([C:11]2[N:12]([C:30](Cl)=[O:31])[C@H:13]([C:23]3[CH:28]=[CH:27][C:26]([Cl:29])=[CH:25][CH:24]=3)[C@H:14]([C:16]3[CH:21]=[CH:20][C:19]([Cl:22])=[CH:18][CH:17]=3)[N:15]=2)=[C:7]([O:33][CH2:34][CH3:35])[CH:6]=1)([CH3:4])([CH3:3])[CH3:2].[N:36]1([CH2:42][C:43]#[N:44])[CH2:41][CH2:40][NH:39][CH2:38][CH2:37]1. (5) Given the product [CH3:9][C:8]([CH:6]1[C:1](=[O:3])[O:4][C:5]1=[O:7])=[O:10], predict the reactants needed to synthesize it. The reactants are: [C:1]([O:4][C:5](=[O:7])[CH3:6])(=[O:3])C.[C:8](O)(=[O:10])[CH3:9]. (6) Given the product [F:15][C:2]([F:1])([F:14])[C:3]([C:5]1[CH:6]=[C:7]([Cl:13])[C:8]([Cl:12])=[C:9]([Cl:11])[CH:10]=1)([OH:4])[CH2:19][N+:16]([O-:18])=[O:17], predict the reactants needed to synthesize it. The reactants are: [F:1][C:2]([F:15])([F:14])[C:3]([C:5]1[CH:10]=[C:9]([Cl:11])[C:8]([Cl:12])=[C:7]([Cl:13])[CH:6]=1)=[O:4].[N+:16]([CH3:19])([O-:18])=[O:17].C(=O)([O-])[O-].[K+].[K+].